Dataset: Reaction yield outcomes from USPTO patents with 853,638 reactions. Task: Predict the reaction yield, written as a fraction of the theoretical maximum amount of product (1.0 means a 100% yield; for example, 0.34 means a 34% yield). (1) The reactants are [OH-].[Na+].[S:3]1[CH2:7][C:6](=[O:8])[NH:5][C:4]1=[O:9].[F:10][C:11]([F:25])([F:24])[C:12]1[CH:13]=[C:14]([CH:17]=[C:18]([C:20]([F:23])([F:22])[F:21])[CH:19]=1)[CH2:15]Br.O. The catalyst is C(O)C. The product is [F:10][C:11]([F:24])([F:25])[C:12]1[CH:13]=[C:14]([CH:17]=[C:18]([C:20]([F:23])([F:21])[F:22])[CH:19]=1)[CH2:15][N:5]1[C:6](=[O:8])[CH2:7][S:3][C:4]1=[O:9]. The yield is 0.725. (2) The reactants are [K+].[C:2]([C:4]1[N:5]=[C:6]([C:17]([O-:19])=O)[N:7]([CH2:9][O:10][CH2:11][CH2:12][Si:13]([CH3:16])([CH3:15])[CH3:14])[CH:8]=1)#[N:3].CCN(C(C)C)C(C)C.C1CN([P+](Br)(N2CCCC2)N2CCCC2)CC1.F[P-](F)(F)(F)(F)F.[C:53]([O:57][C:58]([N:60]1[CH2:65][CH2:64][CH:63]([C:66]2[CH:71]=[CH:70][C:69]([NH2:72])=[C:68]([C:73]3[CH2:78][CH2:77][CH2:76][CH2:75][CH:74]=3)[N:67]=2)[CH2:62][CH2:61]1)=[O:59])([CH3:56])([CH3:55])[CH3:54]. The catalyst is C(Cl)Cl.CCOC(C)=O. The product is [C:53]([O:57][C:58]([N:60]1[CH2:65][CH2:64][CH:63]([C:66]2[CH:71]=[CH:70][C:69]([NH:72][C:17]([C:6]3[N:7]([CH2:9][O:10][CH2:11][CH2:12][Si:13]([CH3:14])([CH3:15])[CH3:16])[CH:8]=[C:4]([C:2]#[N:3])[N:5]=3)=[O:19])=[C:68]([C:73]3[CH2:78][CH2:77][CH2:76][CH2:75][CH:74]=3)[N:67]=2)[CH2:62][CH2:61]1)=[O:59])([CH3:56])([CH3:54])[CH3:55]. The yield is 0.400. (3) The reactants are [OH:1][C:2]1[CH:6]=[C:5]([CH2:7][CH2:8][C:9]([O:11][CH2:12][CH3:13])=[O:10])[N:4]([C:14]2[CH:19]=[CH:18][CH:17]=[CH:16][CH:15]=2)[N:3]=1.Cl[CH2:21][C:22]1[CH:41]=[CH:40][C:25]([O:26][CH2:27][C:28]2[N:29]=[C:30]([C:34]3[CH:39]=[CH:38][CH:37]=[CH:36][CH:35]=3)[O:31][C:32]=2[CH3:33])=[C:24]([O:42][CH3:43])[CH:23]=1.C(=O)([O-])[O-].[K+].[K+].CN(C)C=O. The catalyst is O. The product is [CH3:43][O:42][C:24]1[CH:23]=[C:22]([CH:41]=[CH:40][C:25]=1[O:26][CH2:27][C:28]1[N:29]=[C:30]([C:34]2[CH:39]=[CH:38][CH:37]=[CH:36][CH:35]=2)[O:31][C:32]=1[CH3:33])[CH2:21][O:1][C:2]1[CH:6]=[C:5]([CH2:7][CH2:8][C:9]([O:11][CH2:12][CH3:13])=[O:10])[N:4]([C:14]2[CH:15]=[CH:16][CH:17]=[CH:18][CH:19]=2)[N:3]=1. The yield is 0.880. (4) The reactants are [CH2:1]([O:3][C:4]([C:6]1[N:7]=[CH:8][S:9][C:10]=1NCC1C=CC(OC)=CC=1)=[O:5])[CH3:2].[H-].[Na+].FC1C=CC=C(F)C=1C(Cl)=O. The catalyst is CN(C=O)C. The product is [CH2:1]([O:3][C:4]([C:6]1[N:7]=[CH:8][S:9][CH:10]=1)=[O:5])[CH3:2]. The yield is 0.740.